From a dataset of Reaction yield outcomes from USPTO patents with 853,638 reactions. Predict the reaction yield, written as a fraction of the theoretical maximum amount of product (1.0 means a 100% yield; for example, 0.34 means a 34% yield). The reactants are [Br:1][CH2:2][C:3](=O)[C@@H:4]([NH:15]C(=O)OC(C)(C)C)[CH2:5][C:6]1[CH:11]=[CH:10][C:9]([N+:12]([O-:14])=[O:13])=[CH:8][CH:7]=1.[S:24]1[CH:28]=[CH:27][CH:26]=[C:25]1[C:29](=[S:31])[NH2:30].C(OCC)C. The catalyst is CC#N. The product is [BrH:1].[N+:12]([C:9]1[CH:8]=[CH:7][C:6]([CH2:5][C@@H:4]([C:3]2[N:30]=[C:29]([C:25]3[S:24][CH:28]=[CH:27][CH:26]=3)[S:31][CH:2]=2)[NH2:15])=[CH:11][CH:10]=1)([O-:14])=[O:13]. The yield is 0.870.